From a dataset of Forward reaction prediction with 1.9M reactions from USPTO patents (1976-2016). Predict the product of the given reaction. (1) Given the reactants [CH3:1][O:2][C:3]1[CH:4]=[C:5]([CH:7]=[C:8]([O:10][CH3:11])[CH:9]=1)[NH2:6].[Cl:12][C:13]1[CH:21]=[CH:20][C:16]([C:17](Cl)=[O:18])=[CH:15][N:14]=1.ClC1C=CC(C(NC2C=CC(I)=C(C)C=2)=O)=CN=1, predict the reaction product. The product is: [Cl:12][C:13]1[CH:21]=[CH:20][C:16]([C:17]([NH:6][C:5]2[CH:7]=[C:8]([O:10][CH3:11])[CH:9]=[C:3]([O:2][CH3:1])[CH:4]=2)=[O:18])=[CH:15][N:14]=1. (2) Given the reactants [F:1][C:2]1[CH:28]=[CH:27][C:5]([CH2:6][N:7]2[C:15]3[C:10](=[CH:11][C:12]([S:16]([CH3:19])(=[O:18])=[O:17])=[CH:13][CH:14]=3)[CH:9]=[C:8]2[CH:20]([C:22]2[S:23][CH:24]=[CH:25][N:26]=2)[OH:21])=[CH:4][CH:3]=1, predict the reaction product. The product is: [F:1][C:2]1[CH:3]=[CH:4][C:5]([CH2:6][N:7]2[C:15]3[C:10](=[CH:11][C:12]([S:16]([CH3:19])(=[O:17])=[O:18])=[CH:13][CH:14]=3)[CH:9]=[C:8]2[C:20]([C:22]2[S:23][CH:24]=[CH:25][N:26]=2)=[O:21])=[CH:27][CH:28]=1. (3) Given the reactants [OH:1][CH2:2][C@H:3]1[NH:7][C:6](=[O:8])[CH2:5][CH2:4]1.[C:9]([Si:13](Cl)([C:20]1[CH:25]=[CH:24][CH:23]=[CH:22][CH:21]=1)[C:14]1[CH:19]=[CH:18][CH:17]=[CH:16][CH:15]=1)([CH3:12])([CH3:11])[CH3:10].CCN(CC)CC.N1CCCC1=O, predict the reaction product. The product is: [Si:13]([O:1][CH2:2][C@H:3]1[NH:7][C:6](=[O:8])[CH2:5][CH2:4]1)([C:9]([CH3:12])([CH3:11])[CH3:10])([C:20]1[CH:21]=[CH:22][CH:23]=[CH:24][CH:25]=1)[C:14]1[CH:19]=[CH:18][CH:17]=[CH:16][CH:15]=1. (4) Given the reactants [O:1]1[C:5]2[CH:6]=[CH:7][C:8]([C:10]([CH:12]3[CH2:17][CH2:16][NH:15][CH2:14][CH2:13]3)=[O:11])=[CH:9][C:4]=2[CH2:3][CH2:2]1.Br[CH2:19][C:20]([O:22][CH2:23][CH3:24])=[O:21].C(N(CC)CC)C, predict the reaction product. The product is: [CH2:23]([O:22][C:20](=[O:21])[CH2:19][N:15]1[CH2:14][CH2:13][CH:12]([C:10]([C:8]2[CH:7]=[CH:6][C:5]3[O:1][CH2:2][CH2:3][C:4]=3[CH:9]=2)=[O:11])[CH2:17][CH2:16]1)[CH3:24]. (5) Given the reactants [CH3:1][C:2]1([CH3:19])[CH2:8][CH2:7][CH2:6][N:5]([C:9](=[O:11])[CH3:10])[C:4]2[CH:12]=[C:13]([N+:16]([O-])=O)[CH:14]=[CH:15][C:3]1=2, predict the reaction product. The product is: [NH2:16][C:13]1[CH:14]=[CH:15][C:3]2[C:2]([CH3:19])([CH3:1])[CH2:8][CH2:7][CH2:6][N:5]([C:9](=[O:11])[CH3:10])[C:4]=2[CH:12]=1. (6) Given the reactants [H-].[Na+].[NH:3]1[CH:7]=[CH:6][CH:5]=[N:4]1.F[C:9]1[CH:10]=[C:11]([C:19]([O:21][CH3:22])=[O:20])[C:12](=[CH:17][CH:18]=1)[C:13]([O:15][CH3:16])=[O:14], predict the reaction product. The product is: [N:3]1([C:18]2[CH:17]=[C:12]([C:13]([O:15][CH3:16])=[O:14])[C:11](=[CH:10][CH:9]=2)[C:19]([O:21][CH3:22])=[O:20])[CH:7]=[CH:6][CH:5]=[N:4]1. (7) Given the reactants [F:1][C:2]([F:14])([F:13])[C:3]([OH:12])([CH2:10][CH3:11])[C:4]#[C:5][Si](C)(C)C.[H-].[Na+].[N+:17]([C:20]1[CH:28]=[CH:27][C:23]([C:24](Cl)=[O:25])=[CH:22][CH:21]=1)([O-:19])=[O:18], predict the reaction product. The product is: [CH2:10]([C:3]([O:12][C:24](=[O:25])[C:23]1[CH:22]=[CH:21][C:20]([N+:17]([O-:19])=[O:18])=[CH:28][CH:27]=1)([C:2]([F:14])([F:13])[F:1])[C:4]#[CH:5])[CH3:11]. (8) Given the reactants [CH3:1][C:2]1([CH3:21])[O:6][CH:5]([CH2:7][O:8][C:9]2[C:18](C)=[CH:17][C:12]([C:13]([NH:15][OH:16])=[NH:14])=[CH:11][C:10]=2[CH3:20])[CH2:4][O:3]1.[OH:22][C:23]1C(C)=CC(C#N)=CC=1OC, predict the reaction product. The product is: [CH3:21][C:2]1([CH3:1])[O:6][C@H:5]([CH2:7][O:8][C:9]2[C:10]([CH3:20])=[CH:11][C:12]([C:13]([NH:15][OH:16])=[NH:14])=[CH:17][C:18]=2[O:22][CH3:23])[CH2:4][O:3]1. (9) Given the reactants [OH:1][C:2]1[CH:15]=[CH:14][C:5]([C:6]([C:8]2[CH:13]=[CH:12][CH:11]=[CH:10][CH:9]=2)=[O:7])=[CH:4][CH:3]=1.[H-].[Na+].CS(O[CH2:23][CH:24]1[CH2:29][O:28][C:27]([CH3:31])([CH3:30])[O:26][CH2:25]1)(=O)=O.OCC(CO)CO, predict the reaction product. The product is: [CH3:30][C:27]1([CH3:31])[O:28][CH2:29][CH:24]([CH2:23][O:1][C:2]2[CH:3]=[CH:4][C:5]([C:6]([C:8]3[CH:13]=[CH:12][CH:11]=[CH:10][CH:9]=3)=[O:7])=[CH:14][CH:15]=2)[CH2:25][O:26]1. (10) Given the reactants [CH2:1]([O:3][C:4]([CH:6]1[CH2:12][CH:11]=[CH:10][CH2:9][N:8]([C:13]([O:15][C:16]([CH3:19])([CH3:18])[CH3:17])=[O:14])[CH2:7]1)=[O:5])[CH3:2], predict the reaction product. The product is: [CH2:1]([O:3][C:4]([CH:6]1[CH2:12][CH2:11][CH2:10][CH2:9][N:8]([C:13]([O:15][C:16]([CH3:17])([CH3:19])[CH3:18])=[O:14])[CH2:7]1)=[O:5])[CH3:2].